This data is from Merck oncology drug combination screen with 23,052 pairs across 39 cell lines. The task is: Regression. Given two drug SMILES strings and cell line genomic features, predict the synergy score measuring deviation from expected non-interaction effect. (1) Drug 1: CC(C)CC(NC(=O)C(Cc1ccccc1)NC(=O)c1cnccn1)B(O)O. Drug 2: NC1CCCCC1N.O=C(O)C(=O)O.[Pt+2]. Cell line: UWB1289BRCA1. Synergy scores: synergy=-6.07. (2) Drug 1: COC12C(COC(N)=O)C3=C(C(=O)C(C)=C(N)C3=O)N1CC1NC12. Drug 2: Cn1nnc2c(C(N)=O)ncn2c1=O. Cell line: T47D. Synergy scores: synergy=-62.6. (3) Drug 1: CN(Cc1cnc2nc(N)nc(N)c2n1)c1ccc(C(=O)NC(CCC(=O)O)C(=O)O)cc1. Drug 2: NC(=O)c1cccc2cn(-c3ccc(C4CCCNC4)cc3)nc12. Cell line: NCIH2122. Synergy scores: synergy=4.82. (4) Drug 1: O=C(CCCCCCC(=O)Nc1ccccc1)NO. Drug 2: NC1(c2ccc(-c3nc4ccn5c(=O)[nH]nc5c4cc3-c3ccccc3)cc2)CCC1. Cell line: NCIH520. Synergy scores: synergy=9.85. (5) Drug 1: N.N.O=C(O)C1(C(=O)O)CCC1.[Pt]. Drug 2: CNC(=O)c1cc(Oc2ccc(NC(=O)Nc3ccc(Cl)c(C(F)(F)F)c3)cc2)ccn1. Cell line: MSTO. Synergy scores: synergy=-9.99. (6) Drug 1: CCC1(O)CC2CN(CCc3c([nH]c4ccccc34)C(C(=O)OC)(c3cc4c(cc3OC)N(C)C3C(O)(C(=O)OC)C(OC(C)=O)C5(CC)C=CCN6CCC43C65)C2)C1. Drug 2: Cn1nnc2c(C(N)=O)ncn2c1=O. Cell line: KPL1. Synergy scores: synergy=-19.9. (7) Drug 1: CC(C)CC(NC(=O)C(Cc1ccccc1)NC(=O)c1cnccn1)B(O)O. Drug 2: COC1=C2CC(C)CC(OC)C(O)C(C)C=C(C)C(OC(N)=O)C(OC)C=CC=C(C)C(=O)NC(=CC1=O)C2=O. Cell line: MSTO. Synergy scores: synergy=50.8. (8) Drug 1: N#Cc1ccc(Cn2cncc2CN2CCN(c3cccc(Cl)c3)C(=O)C2)cc1. Drug 2: O=C(CCCCCCC(=O)Nc1ccccc1)NO. Cell line: HT144. Synergy scores: synergy=-1.12.